The task is: Predict the product of the given reaction.. This data is from Forward reaction prediction with 1.9M reactions from USPTO patents (1976-2016). (1) Given the reactants C([C@@H]([O-])[C@@H](C(O)=O)[O-])(O)=O.[F:11][C:12]1[CH:17]=[CH:16][C:15]([NH:18][C@@H:19]([C:31]2[CH:36]=[CH:35][CH:34]=[CH:33][CH:32]=2)[C:20]([O:22][C@@H:23]2[CH:28]3[CH2:29][CH2:30][N:25]([CH2:26][CH2:27]3)[CH2:24]2)=[O:21])=[CH:14][CH:13]=1, predict the reaction product. The product is: [F:11][C:12]1[CH:17]=[CH:16][C:15]([NH:18][C@@H:19]([C:31]2[CH:32]=[CH:33][CH:34]=[CH:35][CH:36]=2)[C:20]([O:22][C@@H:23]2[CH:28]3[CH2:29][CH2:30][N:25]([CH2:26][CH2:27]3)[CH2:24]2)=[O:21])=[CH:14][CH:13]=1. (2) Given the reactants [NH2:1][C:2]1[NH:6][N:5]=[C:4]([NH:7][C:8]2[CH:13]=[CH:12][C:11]([NH:14][C:15](=[O:26])[C:16]3[CH:21]=[CH:20][C:19]([C:22]([F:25])([F:24])[F:23])=[CH:18][CH:17]=3)=[CH:10][CH:9]=2)[C:3]=1[C:27]([NH2:29])=[O:28].[CH3:30][C:31]1[CH:32]=[C:33]([CH:36]=[C:37]([CH3:40])[C:38]=1[OH:39])[CH:34]=O.CN(C=O)C.[BH4-].[Na+], predict the reaction product. The product is: [OH:39][C:38]1[C:37]([CH3:40])=[CH:36][C:33]([CH2:34][NH:1][C:2]2[NH:6][N:5]=[C:4]([NH:7][C:8]3[CH:9]=[CH:10][C:11]([NH:14][C:15](=[O:26])[C:16]4[CH:17]=[CH:18][C:19]([C:22]([F:24])([F:25])[F:23])=[CH:20][CH:21]=4)=[CH:12][CH:13]=3)[C:3]=2[C:27]([NH2:29])=[O:28])=[CH:32][C:31]=1[CH3:30].